Dataset: NCI-60 drug combinations with 297,098 pairs across 59 cell lines. Task: Regression. Given two drug SMILES strings and cell line genomic features, predict the synergy score measuring deviation from expected non-interaction effect. Drug 1: CC1=C(C(=O)C2=C(C1=O)N3CC4C(C3(C2COC(=O)N)OC)N4)N. Drug 2: CC(C)CN1C=NC2=C1C3=CC=CC=C3N=C2N. Cell line: KM12. Synergy scores: CSS=11.1, Synergy_ZIP=-2.48, Synergy_Bliss=1.84, Synergy_Loewe=-8.65, Synergy_HSA=-4.97.